This data is from Acute oral toxicity (LD50) regression data from Zhu et al.. The task is: Regression/Classification. Given a drug SMILES string, predict its toxicity properties. Task type varies by dataset: regression for continuous values (e.g., LD50, hERG inhibition percentage) or binary classification for toxic/non-toxic outcomes (e.g., AMES mutagenicity, cardiotoxicity, hepatotoxicity). Dataset: ld50_zhu. (1) The molecule is O=C1CCOc2ccccc21. The rat oral LD50 is 1.75, given as -log10 of the dose in mol/kg body weight (higher means more acutely toxic). (2) The compound is COP(=O)(OC)OC(=CCl)c1cc(Cl)c(Cl)cc1Cl. The rat oral LD50 is 2.88, given as -log10 of the dose in mol/kg body weight (higher means more acutely toxic). (3) The drug is COC(C)(C)C. The rat oral LD50 is 1.34, given as -log10 of the dose in mol/kg body weight (higher means more acutely toxic).